Task: Predict the reactants needed to synthesize the given product.. Dataset: Full USPTO retrosynthesis dataset with 1.9M reactions from patents (1976-2016) Given the product [CH:17]1([CH2:20][O:21][C:22]2[CH:27]=[C:26]([F:28])[C:25]([O:29][CH3:30])=[CH:24][C:23]=2[C:2]2[C:3]3[NH:10][C:9]([CH3:11])=[C:8]([C:12]([O:14][CH2:15][CH3:16])=[O:13])[C:4]=3[N:5]=[CH:6][N:7]=2)[CH2:18][CH2:19]1, predict the reactants needed to synthesize it. The reactants are: Cl[C:2]1[C:3]2[NH:10][C:9]([CH3:11])=[C:8]([C:12]([O:14][CH2:15][CH3:16])=[O:13])[C:4]=2[N:5]=[CH:6][N:7]=1.[CH:17]1([CH2:20][O:21][C:22]2[CH:27]=[C:26]([F:28])[C:25]([O:29][CH3:30])=[CH:24][C:23]=2B2OC(C)(C)C(C)(C)O2)[CH2:19][CH2:18]1.